From a dataset of Catalyst prediction with 721,799 reactions and 888 catalyst types from USPTO. Predict which catalyst facilitates the given reaction. (1) Reactant: [CH3:1][C@H:2]1[O:7][C@@H:6]([CH3:8])[CH2:5][N:4]([CH2:9][CH2:10][CH2:11][O:12][C:13]2[CH:14]=[CH:15][C:16]3[C:17]4[N:18]([CH2:26][CH2:27][N:28]=4)[C:19]([NH2:25])=[N:20][C:21]=3[C:22]=2[O:23][CH3:24])[CH2:3]1.[CH3:29][C:30]1[S:31][C:32]([C:36](O)=[O:37])=[C:33]([CH3:35])[N:34]=1.C1CN([P+](ON2N=NC3C=CC=CC2=3)(N2CCCC2)N2CCCC2)CC1.F[P-](F)(F)(F)(F)F.C(N(C(C)C)CC)(C)C. Product: [CH3:1][C@H:2]1[O:7][C@@H:6]([CH3:8])[CH2:5][N:4]([CH2:9][CH2:10][CH2:11][O:12][C:13]2[CH:14]=[CH:15][C:16]3[C:17]4[N:18]([CH2:26][CH2:27][N:28]=4)[C:19]([NH:25][C:36]([C:32]4[S:31][C:30]([CH3:29])=[N:34][C:33]=4[CH3:35])=[O:37])=[N:20][C:21]=3[C:22]=2[O:23][CH3:24])[CH2:3]1. The catalyst class is: 31. (2) Reactant: [CH2:1]([C@H:5]1[CH2:9][NH:8][C:7](=[O:10])[CH2:6]1)[CH2:2][CH2:3][CH3:4].[H-].[Na+].[CH2:13]([O:20][CH2:21][CH2:22][CH2:23][CH2:24][CH2:25]Br)[C:14]1[CH:19]=[CH:18][CH:17]=[CH:16][CH:15]=1. Product: [CH2:13]([O:20][CH2:21][CH2:22][CH2:23][CH2:24][CH2:25][N:8]1[CH2:9][C@H:5]([CH2:1][CH2:2][CH2:3][CH3:4])[CH2:6][C:7]1=[O:10])[C:14]1[CH:19]=[CH:18][CH:17]=[CH:16][CH:15]=1. The catalyst class is: 42. (3) Reactant: Cl[C:2]1[C:7]2[N:8]=[C:9]([CH:14]3[CH2:19][CH2:18][CH2:17][CH2:16][CH2:15]3)[NH:10][S:11](=[O:13])(=[O:12])[C:6]=2[C:5]([C:20]2[CH:25]=[CH:24][CH:23]=[CH:22][N:21]=2)=[CH:4][CH:3]=1. Product: [CH:14]1([C:9]2[NH:10][S:11](=[O:12])(=[O:13])[C:6]3[C:5]([C:20]4[CH:25]=[CH:24][CH:23]=[CH:22][N:21]=4)=[CH:4][CH:3]=[CH:2][C:7]=3[N:8]=2)[CH2:15][CH2:16][CH2:17][CH2:18][CH2:19]1. The catalyst class is: 50. (4) Reactant: Br[C:2]1[N:6]([CH3:7])[CH:5]=[N:4][CH:3]=1.C([Mg]Cl)C.[N:12]1([C:18]([C:20]2[C:21]([C:49]([F:52])([F:51])[F:50])=[N:22][C:23]3[C:28]([C:29]=2[C:30]([F:33])([F:32])[F:31])=[CH:27][C:26]([C:34]([CH:36]2[CH2:41][CH2:40][N:39]([C:42]([O:44][C:45]([CH3:48])([CH3:47])[CH3:46])=[O:43])[CH2:38][CH2:37]2)=[O:35])=[CH:25][CH:24]=3)=[O:19])[CH2:17][CH2:16][CH2:15][CH2:14][CH2:13]1.CN1C(C2(C(F)(F)F)C(C(N3CCCCC3)=O)=C(C(F)(F)F)C3C(=CC=C(C(C4CCN(C(OC(C)(C)C)=O)CC4)=O)C=3)N2)=CN=C1. Product: [OH:35][C:34]([C:2]1[N:6]([CH3:7])[CH:5]=[N:4][CH:3]=1)([C:26]1[CH:27]=[C:28]2[C:23](=[CH:24][CH:25]=1)[N:22]=[C:21]([C:49]([F:50])([F:51])[F:52])[C:20]([C:18]([N:12]1[CH2:17][CH2:16][CH2:15][CH2:14][CH2:13]1)=[O:19])=[C:29]2[C:30]([F:32])([F:33])[F:31])[CH:36]1[CH2:37][CH2:38][N:39]([C:42]([O:44][C:45]([CH3:46])([CH3:47])[CH3:48])=[O:43])[CH2:40][CH2:41]1. The catalyst class is: 1. (5) Reactant: C1(N=[C:8]=[N:9][CH:10]2[CH2:15]CCCC2)CCCCC1.Cl[C:17](F)(F)[C:18]([NH:20][C:21]1[CH:26]=[CH:25][CH:24]=[C:23]([C:27]#[C:28][C:29]2[C:30]([NH:35][C:36]3[CH:41]=[CH:40][C:39]([O:42][CH2:43][C:44]4[CH:49]=[CH:48][CH:47]=[C:46]([F:50])[CH:45]=4)=[C:38]([Cl:51])[CH:37]=3)=[N:31][CH:32]=[N:33][CH:34]=2)[N:22]=1)=[O:19].Cl[CH2:55]CCl. Product: [Cl:51][C:38]1[CH:37]=[C:36]([CH:41]=[CH:40][C:39]=1[O:42][CH2:43][C:44]1[CH:49]=[CH:48][CH:47]=[C:46]([F:50])[CH:45]=1)[NH:35][C:30]1[C:29]([C:28]#[C:27][C:23]2[N:22]=[C:21]([NH:20][C:18](=[O:19])[CH2:17][CH2:15][CH2:10][N:9]([CH3:8])[CH3:55])[CH:26]=[CH:25][CH:24]=2)=[CH:34][N:33]=[CH:32][N:31]=1. The catalyst class is: 142.